This data is from hERG potassium channel inhibition data for cardiac toxicity prediction from Karim et al.. The task is: Regression/Classification. Given a drug SMILES string, predict its toxicity properties. Task type varies by dataset: regression for continuous values (e.g., LD50, hERG inhibition percentage) or binary classification for toxic/non-toxic outcomes (e.g., AMES mutagenicity, cardiotoxicity, hepatotoxicity). Dataset: herg_karim. (1) The molecule is Cc1ccc2c(-c3nnc(SCCCN4CCc5cc6c(cc5CC4)N(C)C(=O)CO6)n3C)cccc2n1. The result is 1 (blocker). (2) The compound is O=C(Nc1ccc(OC(F)(F)F)cc1)c1sccc1NCc1ccnc2ccccc12. The result is 0 (non-blocker).